This data is from Forward reaction prediction with 1.9M reactions from USPTO patents (1976-2016). The task is: Predict the product of the given reaction. (1) Given the reactants Br[C:2]1[CH:8]=[CH:7][C:5]([NH2:6])=[C:4]([N+:9]([O-:11])=[O:10])[CH:3]=1.CC1(C)C(C)(C)OB([C:20]2[CH2:25][CH2:24][N:23]([C:26]([O:28][C:29]([CH3:32])([CH3:31])[CH3:30])=[O:27])[CH2:22][CH:21]=2)O1.O.O.O.P([O-])([O-])([O-])=O.[K+].[K+].[K+], predict the reaction product. The product is: [NH2:6][C:5]1[CH:7]=[CH:8][C:2]([C:20]2[CH2:25][CH2:24][N:23]([C:26]([O:28][C:29]([CH3:32])([CH3:31])[CH3:30])=[O:27])[CH2:22][CH:21]=2)=[CH:3][C:4]=1[N+:9]([O-:11])=[O:10]. (2) Given the reactants [NH2:1][C:2]1[CH:3]=[C:4]([C:8]([NH:10][C@@:11]2([C:16]([OH:18])=O)[CH2:15][CH2:14][O:13][CH2:12]2)=[O:9])[CH:5]=[N:6][CH:7]=1.[F:19][C:20]1[CH:27]=[C:26]([NH:28][C:29]2[CH:34]=[CH:33][C:32]([O:35][CH3:36])=[CH:31][C:30]=2[C:37]([F:40])([F:39])[F:38])[CH:25]=[CH:24][C:21]=1[CH2:22][NH2:23], predict the reaction product. The product is: [NH2:1][C:2]1[CH:7]=[N:6][CH:5]=[C:4]([CH:3]=1)[C:8]([NH:10][C@@:11]1([C:16](=[O:18])[NH:23][CH2:22][C:21]2[CH:24]=[CH:25][C:26]([NH:28][C:29]3[CH:34]=[CH:33][C:32]([O:35][CH3:36])=[CH:31][C:30]=3[C:37]([F:38])([F:39])[F:40])=[CH:27][C:20]=2[F:19])[CH2:15][CH2:14][O:13][CH2:12]1)=[O:9]. (3) Given the reactants [C:1]([O:5][C:6]([N:8]1[CH2:11][C:10]2([CH2:14][CH:13]([NH:15][C:16]3[C:21](Cl)=[C:20]([NH2:23])[N:19]=[CH:18][N:17]=3)[CH2:12]2)[CH2:9]1)=[O:7])([CH3:4])([CH3:3])[CH3:2].O1CCOCC1.O.C(=O)([O-])[O-].[Cs+].[Cs+].[O:37]([C:44]1[CH:49]=[CH:48][C:47](B(O)O)=[CH:46][CH:45]=1)[C:38]1[CH:43]=[CH:42][CH:41]=[CH:40][CH:39]=1.C1(P(C2CCCCC2)C2C=CC=CC=2C2C(OC)=CC=CC=2OC)CCCCC1, predict the reaction product. The product is: [NH2:23][C:20]1[N:19]=[CH:18][N:17]=[C:16]([NH:15][CH:13]2[CH2:14][C:10]3([CH2:11][N:8]([C:6]([O:5][C:1]([CH3:4])([CH3:3])[CH3:2])=[O:7])[CH2:9]3)[CH2:12]2)[C:21]=1[C:47]1[CH:48]=[CH:49][C:44]([O:37][C:38]2[CH:43]=[CH:42][CH:41]=[CH:40][CH:39]=2)=[CH:45][CH:46]=1. (4) Given the reactants [CH3:1][S:2]([NH:5][C:6]1[CH:7]=[C:8]([CH:18]=[CH:19][CH:20]=1)[CH2:9][NH:10]C(=O)OC(C)(C)C)(=[O:4])=[O:3].[ClH:21].O1CCOCC1, predict the reaction product. The product is: [ClH:21].[NH2:10][CH2:9][C:8]1[CH:7]=[C:6]([NH:5][S:2]([CH3:1])(=[O:4])=[O:3])[CH:20]=[CH:19][CH:18]=1. (5) Given the reactants [OH:1][C@H:2]1[CH2:7][CH2:6][CH2:5][N:4]([C:8]([O:10][C:11]([CH3:14])([CH3:13])[CH3:12])=[O:9])[CH2:3]1.[H-].[Na+].[Br:17][C:18]1[S:26][C:25]2[C:24]([C:27]#[N:28])=[CH:23][N:22]=[C:21](Cl)[C:20]=2[CH:19]=1, predict the reaction product. The product is: [Br:17][C:18]1[S:26][C:25]2[C:24]([C:27]#[N:28])=[CH:23][N:22]=[C:21]([O:1][C@H:2]3[CH2:7][CH2:6][CH2:5][N:4]([C:8]([O:10][C:11]([CH3:14])([CH3:13])[CH3:12])=[O:9])[CH2:3]3)[C:20]=2[CH:19]=1. (6) Given the reactants [H-].[Al+3].[Li+].[H-].[H-].[H-].[CH3:7][C:8]1[CH:13]=[C:12]([CH3:14])[N:11]=[C:10]([C:15](OC)=[O:16])[CH:9]=1.C(OCC)(=O)C, predict the reaction product. The product is: [CH3:7][C:8]1[CH:13]=[C:12]([CH3:14])[N:11]=[C:10]([CH2:15][OH:16])[CH:9]=1. (7) Given the reactants [F:1][C:2]([F:20])([F:19])[CH2:3][N:4]1[C:9](=[O:10])[CH2:8][NH:7][C:6]([C:11]2[CH:16]=[C:15]([Cl:17])[CH:14]=[C:13]([Cl:18])[CH:12]=2)=[N:5]1.[H-].[Na+].Cl[C:24]([O:26][CH2:27][CH:28]=[CH2:29])=[O:25], predict the reaction product. The product is: [F:20][C:2]([F:1])([F:19])[CH2:3][N:4]1[C:9](=[O:10])[CH2:8][N:7]([C:24]([O:26][CH2:27][CH:28]=[CH2:29])=[O:25])[C:6]([C:11]2[CH:12]=[C:13]([Cl:18])[CH:14]=[C:15]([Cl:17])[CH:16]=2)=[N:5]1. (8) Given the reactants [Cl:1][C:2]1[CH:3]=[CH:4][C:5]2[S:9][C:8]([S:10](Cl)(=[O:12])=[O:11])=[C:7]([CH3:14])[C:6]=2[CH:15]=1.[NH2:16][C:17]1[CH:18]=[C:19]([CH:24]=[CH:25][CH:26]=1)[C:20]([O:22]C)=[O:21].N1C=CC=CC=1, predict the reaction product. The product is: [Cl:1][C:2]1[CH:3]=[CH:4][C:5]2[S:9][C:8]([S:10]([NH:16][C:17]3[CH:18]=[C:19]([CH:24]=[CH:25][CH:26]=3)[C:20]([OH:22])=[O:21])(=[O:12])=[O:11])=[C:7]([CH3:14])[C:6]=2[CH:15]=1.